Predict the reactants needed to synthesize the given product. From a dataset of Full USPTO retrosynthesis dataset with 1.9M reactions from patents (1976-2016). (1) Given the product [C:9]1([C:8]2[S:4][CH2:3][CH:2]([C:5]([OH:7])=[O:6])[N:1]=2)[CH:14]=[CH:13][CH:12]=[CH:11][CH:10]=1, predict the reactants needed to synthesize it. The reactants are: [NH2:1][C@@H:2]([C:5]([OH:7])=[O:6])[CH2:3][SH:4].[C:8](O)(=O)[C:9]1[CH:14]=[CH:13][CH:12]=[CH:11][CH:10]=1. (2) Given the product [Cl:1][C:2]1[CH:3]=[C:4]([CH:26]=[CH:27][C:28]=1[Cl:29])[CH2:5][O:6][C:7]1[CH:12]=[CH:11][C:10]([C@H:13]([OH:25])[CH2:14][O:15][C:16]2[CH:17]=[C:18]([CH:21]=[CH:22][C:23]=2[F:24])[C:19]#[N:20])=[CH:9][CH:8]=1, predict the reactants needed to synthesize it. The reactants are: [Cl:1][C:2]1[CH:3]=[C:4]([CH:26]=[CH:27][C:28]=1[Cl:29])[CH2:5][O:6][C:7]1[CH:12]=[CH:11][C:10]([C:13](=[O:25])[CH2:14][O:15][C:16]2[CH:17]=[C:18]([CH:21]=[CH:22][C:23]=2[F:24])[C:19]#[N:20])=[CH:9][CH:8]=1.